From a dataset of Experimentally validated miRNA-target interactions with 360,000+ pairs, plus equal number of negative samples. Binary Classification. Given a miRNA mature sequence and a target amino acid sequence, predict their likelihood of interaction. (1) The miRNA is hsa-miR-4798-3p with sequence AACUCACGAAGUAUACCGAAGU. The protein sequence of the target gene is MKSSQTFEEQTECIVNTLLMDFLSPTLQVASRNLCCVDEVDSGEPCSFDVAIIAGRLRMLGDQFNGELEASAKNVIAETIKGQTGAILQDTVESLSKTWCAQDSSLAYERAFLAVSVKLLEYMAHIAPEVVGQVAIPMTGMINGNQAIREFIQGQGGWENLES. Result: 1 (interaction). (2) The miRNA is rno-miR-218a-5p with sequence UUGUGCUUGAUCUAACCAUGU. The protein sequence of the target gene is MDEADRQLLRRCRVRLVSELQVAELWDALLSRELFTRDMIEDIQQAGSGSRRDQARQLVTDLETRGRQALPLFISCLEDTGQGTLASLLQSGRQAAKQDPEAVKPLDHLVPVVLGPMGLTAKEQRVVKLDPSQPAVGNLTPVVLGPEELWPARLKPEVLRPETPRPVDIGSGGAHDVCVPGKIRGHADMAYTLDSDPCGHCLIINNVNFCPSSGLGTRTGSNLDRDKLEHRFRWLRFMVEVKNDLTAKKMVTALMEMAHRNHRALDCFVVVILSHGCQASHLQFPGAVYGTDGCSVSIEK.... Result: 0 (no interaction). (3) The miRNA is mmu-miR-466k with sequence UGUGUGUGUACAUGUACAUGUGA. The protein sequence of the target gene is MEKLLWCLLIMISFSRTFGHEDMFKKAFVFPKESDTSYVSLEAESKKPLNTFTVCLHFYTALSTVRSFSVFSYATKKNSNDILIFWNKDKQYTFGVGGAEVRFMVSEIPEAPTHICASWESATGIVEFWIDGKPKVRKSLHKGYTVGPDASIILGQEQDSYGGDFDAKQSLVGDIGDVNMWDFVLSPEQISTVYVGGTLSPNVLNWRALNYKAQGDVFIKPQLWS. Result: 0 (no interaction). (4) Result: 0 (no interaction). The miRNA is mmu-miR-124-5p with sequence CGUGUUCACAGCGGACCUUGAU. The protein sequence of the target gene is MGILFTRIWRLFNHQEHKVIIVGLDNAGKTTILYQFSMNEVVHTSPTIGSNVEEIVVNNTRFLMWDIGGQESLRPSWNTYYTNTEFVIVVVDSTDRERISVTREELYKMLAHEDLRKAGLLIFANKQDVKECMTVAEISQFLKLTSIKDHQWHIQACCALTGEGLCQGLEWMMSRLKIR. (5) The miRNA is hsa-miR-17-3p with sequence ACUGCAGUGAAGGCACUUGUAG. The protein sequence of the target gene is MAPPTGVLSSLLLLVTIAGCARKQCSEGRTYSNAVISPNLETTRIMRVSHTFPVVDCTAACCDLSSCDLAWWFEGRCYLVSCPHKENCEPKKMGPIRSYLTFVLRPVQRPAQLLDYGDMMLNRGSPSGIWGDSPEDIRKDLTFLGKDWGLEEMSEYSDDYRELEKDLLQPSGKQEPRGSAEYTDWGLLPGSEGAFNSSVGDSPAVPAETQQDPELHYLNESASTPAPKLPERSVLLPLPTTPSSGEVLEKEKASQLQEQSSNSSGKEVLMPSHSLPPASLELSSVTVEKSPVLTVTPGST.... Result: 0 (no interaction). (6) The miRNA is hsa-miR-215-5p with sequence AUGACCUAUGAAUUGACAGAC. The protein sequence of the target gene is MAAAALRPPAQGTVTFEDVAVNFSQEEWSLLSEAQRCLYHDVMLENLTLISSLGCWYGAKDETPSKQTLSIQQESPLRTHWTGVCTKKVHLWGMCGPLLGDILHQGTQHNQKLNGFGAYEKKLDDDANHHQDQKQHIGEKSYRSNAKGTSFVKNCKFHMSHEPFIFHEVGKDFLSSLRLLQQEDIHTSGKSNFETKHGIPLQGGKTHYICGESTIPFSNKHSLVLHQRLLPREGPYVCSDSGKFTSKSNSFNNHQGVRTGKRPYQCGQCDESFWYKAHLTEHQRVHTGERPYECGECDKS.... Result: 1 (interaction). (7) The miRNA is mmu-miR-466d-5p with sequence UGUGUGUGCGUACAUGUACAUG. The protein sequence of the target gene is MEESSLSRAPSRGGVNFLNVARTYIPNTKVECHYTLPPGTMPSASDWIGIFKVEAACVRDYHTFVWSSVPESTTDGSPTHASVQFQASYLPKPGAQLYQFRYVNRQGRVCGQSPPFQFREPRPMDELVTLEEADGGSDILLVVPKATVLQNQLDESQQERNDLMQLKLQLEDQVTELRSRVQELEAALATARQEHSELTEQYKGLSRSHGELSEERDILSQQQGDHVARILELEDDIQTMSDKVLMKEVELDRVRDTVKALTREQEKLLRQLKEFQADKEQSEAELQTVREENCCLNTEL.... Result: 1 (interaction). (8) Result: 0 (no interaction). The miRNA is mmu-miR-1b-5p with sequence UACAUACUUCUUUACAUUCCA. The protein sequence of the target gene is MSQHKFLFTSESVSEGHPDKMCDQISDAVLDAHLAQDPHAKVACETVTKTGMIMLCGEITSKAVVDYQVLVRNVIKKIGYDDSSKGFDYKTCNVLVALEQQSPEIAAGVHVDKDSDDVGAGDQGIMFGYATDETEEAMPLTLLLSHKLNRKLHELRRSGELEWVRPDSKTQVTIEYASEGGACVPLRVHTVVISTQHSPDISLDDLRKELIEKVIKAVIPANLIDDKTIYHLNPCGSFIIGGPMGDAGLTGRKIIVDTYGGWGAHGGGAFSGKDPTKVDRSAAYAARWVAKSLVKSGLCR.... (9) The miRNA is hsa-miR-4651 with sequence CGGGGUGGGUGAGGUCGGGC. The protein sequence of the target gene is MWSRMNRAAEEFYARLRQEFNEEKKGASKDPFIYEADVQVQLISKGQPSLLKTILNENDSVFLVEKVVLEKEETSQVEELQSEETAISDLSAGENIRPLALPVGRARQLIGLYTMAHNPNMTHLKIKQPVTALPPLWVRCDGSDPEGTCWLGAELITTNDIIAGVILYVLTCKADKNYSEDLENLKTSHKKRHHVSAVTARGFAQYELFKSDDLDDTVAPSQTTVTLDLSWSPVDEMLQTPPLSSTAALNIRVQSGESRGCLSHLHRELKFLLVLADGIRTGVTEWLEPLETKSALEFVQ.... Result: 0 (no interaction).